Predict the reactants needed to synthesize the given product. From a dataset of Full USPTO retrosynthesis dataset with 1.9M reactions from patents (1976-2016). (1) Given the product [CH2:20]([CH:21]1[C:25]2[CH:26]=[C:27]([CH2:30][NH:6][CH:5]([CH3:7])[C:4]([NH:3][CH3:2])=[O:8])[CH:28]=[CH:29][C:24]=2[O:23][CH2:22]1)[CH2:19][C:13]1[CH:14]=[CH:15][CH:16]=[CH:17][CH:18]=1, predict the reactants needed to synthesize it. The reactants are: Cl.[CH3:2][NH:3][C:4](=[O:8])[C@H:5]([CH3:7])[NH2:6].C([BH3-])#N.[Na+].[C:13]1([CH2:19][CH2:20][CH:21]2[C:25]3[CH:26]=[C:27]([CH:30]=O)[CH:28]=[CH:29][C:24]=3[O:23][CH2:22]2)[CH:18]=[CH:17][CH:16]=[CH:15][CH:14]=1. (2) The reactants are: O[CH2:2][CH:3]([CH2:5]O)O.[CH2:7]([O:9][C:10]([C:12]1[CH:18]=[CH:17][C:15](O)=[CH:14][CH:13]=1)=[O:11])[CH3:8]. Given the product [CH2:8]([CH:7]1[C:18]2[C:12](=[CH:13][CH:14]=[CH:15][CH:17]=2)[C:10](=[O:11])[O:9]1)[CH2:2][CH2:3][CH3:5], predict the reactants needed to synthesize it. (3) Given the product [CH3:1][O:2][C:3]([CH:5]1[CH2:9][CH:8]([CH2:10][OH:27])[CH2:7][N:6]1[C:11]([O:13][C:14]([CH3:17])([CH3:16])[CH3:15])=[O:12])=[O:4], predict the reactants needed to synthesize it. The reactants are: [CH3:1][O:2][C:3]([CH:5]1[CH2:9][C:8](=[CH2:10])[CH2:7][N:6]1[C:11]([O:13][C:14]([CH3:17])([CH3:16])[CH3:15])=[O:12])=[O:4].B1C2CCCC1CCC2.[OH-:27].[Na+].OO.